From a dataset of Forward reaction prediction with 1.9M reactions from USPTO patents (1976-2016). Predict the product of the given reaction. (1) Given the reactants [OH:1]OS([O-])=O.[K+].[Br:7][C:8]1[CH:9]=[C:10]([CH3:41])[CH:11]=[C:12]2[C:17]=1[N:16]=[CH:15][N:14]([N:18]([C:26]1[CH:31]=[C:30]([Cl:32])[CH:29]=[CH:28][C:27]=1[S:33][C:34]1[CH:39]=[CH:38][CH:37]=[CH:36][CH:35]=1)[C:19](=[O:25])[O:20][C:21]([CH3:24])([CH3:23])[CH3:22])[C:13]2=[O:40].[OH2:42], predict the reaction product. The product is: [C:34]1([S:33]([C:27]2[CH:28]=[CH:29][C:30]([Cl:32])=[CH:31][C:26]=2[N:18]([N:14]2[C:13](=[O:40])[C:12]3[C:17](=[C:8]([Br:7])[CH:9]=[C:10]([CH3:41])[CH:11]=3)[N:16]=[CH:15]2)[C:19](=[O:25])[O:20][C:21]([CH3:24])([CH3:23])[CH3:22])(=[O:1])=[O:42])[CH:35]=[CH:36][CH:37]=[CH:38][CH:39]=1. (2) Given the reactants [C:1](=O)([O-])[O-].[Cs+].[Cs+].[N:7]1[NH:8][N:9]=[N:10][C:11]=1[C:12]1[CH:13]=[C:14]([OH:18])[CH:15]=[CH:16][CH:17]=1.IC, predict the reaction product. The product is: [CH3:1][N:9]1[N:8]=[N:7][C:11]([C:12]2[CH:13]=[C:14]([OH:18])[CH:15]=[CH:16][CH:17]=2)=[N:10]1. (3) Given the reactants Cl[C:2]1[C:7]2=[CH:8][N:9]([C:11]3[C:16]([Cl:17])=[CH:15][CH:14]=[CH:13][C:12]=3[Cl:18])[N:10]=[C:6]2[CH:5]=[CH:4][N:3]=1.[NH2:19][C:20]1[CH:25]=[C:24]([CH3:26])[N:23]=[C:22]([CH3:27])[N:21]=1.CC1(C)C2C(=C(P(C3C=CC=CC=3)C3C=CC=CC=3)C=CC=2)OC2C(P(C3C=CC=CC=3)C3C=CC=CC=3)=CC=CC1=2.C(=O)([O-])[O-].[Cs+].[Cs+], predict the reaction product. The product is: [Cl:18][C:12]1[CH:13]=[CH:14][CH:15]=[C:16]([Cl:17])[C:11]=1[N:9]1[CH:8]=[C:7]2[C:2]([NH:19][C:20]3[CH:25]=[C:24]([CH3:26])[N:23]=[C:22]([CH3:27])[N:21]=3)=[N:3][CH:4]=[CH:5][C:6]2=[N:10]1.